Dataset: Forward reaction prediction with 1.9M reactions from USPTO patents (1976-2016). Task: Predict the product of the given reaction. (1) Given the reactants [C:1]([C:4]1[C:13]2[C:8](=[CH:9][CH:10]=[CH:11][CH:12]=2)[C:7]([C:14]([OH:16])=O)=[CH:6][CH:5]=1)(=[O:3])[CH3:2].C1N=CN(C(N2C=NC=C2)=O)C=1.[NH2:29][CH2:30][C:31]([NH:33][CH2:34][C:35]([F:38])([F:37])[F:36])=[O:32].Cl, predict the reaction product. The product is: [C:1]([C:4]1[C:13]2[C:8](=[CH:9][CH:10]=[CH:11][CH:12]=2)[C:7]([C:14]([NH:29][CH2:30][C:31](=[O:32])[NH:33][CH2:34][C:35]([F:38])([F:37])[F:36])=[O:16])=[CH:6][CH:5]=1)(=[O:3])[CH3:2]. (2) Given the reactants [Cl:1][C:2]1[CH:3]=[C:4]([CH:7]=[C:8]([OH:10])[CH:9]=1)[CH:5]=[O:6].C(=O)([O-])[O-].[K+].[K+].C1(C)C=CC(S(O[CH2:27][C:28]([F:31])([F:30])[F:29])(=O)=O)=CC=1, predict the reaction product. The product is: [Cl:1][C:2]1[CH:3]=[C:4]([CH:7]=[C:8]([O:10][CH2:27][C:28]([F:31])([F:30])[F:29])[CH:9]=1)[CH:5]=[O:6]. (3) Given the reactants Cl[C:2]1[N:7]=[CH:6][C:5]([C:8]2[C:13]([C:14]([F:17])([F:16])[F:15])=[CH:12][CH:11]=[CH:10][N:9]=2)=[CH:4][C:3]=1N.[Cl-].[NH4+:20].[OH-].[NH4+].C[N:24]([CH:26]=O)C, predict the reaction product. The product is: [NH2:20][C:11]1[CH:12]=[C:13]([C:14]([F:17])([F:16])[F:15])[C:8]([C:5]2[CH:6]=[N:7][C:2]([C:26]#[N:24])=[CH:3][CH:4]=2)=[N:9][CH:10]=1. (4) Given the reactants [Br:1][C:2]1[CH:7]=[CH:6][N:5]=[C:4]([NH2:8])[CH:3]=1.Br[CH2:10][C:11]([C:13]1[CH:22]=[CH:21][C:16]2[O:17][CH2:18][CH2:19][O:20][C:15]=2[CH:14]=1)=O, predict the reaction product. The product is: [Br:1][C:2]1[CH:7]=[CH:6][N:5]2[CH:10]=[C:11]([C:13]3[CH:22]=[CH:21][C:16]4[O:17][CH2:18][CH2:19][O:20][C:15]=4[CH:14]=3)[N:8]=[C:4]2[CH:3]=1.